From a dataset of Catalyst prediction with 721,799 reactions and 888 catalyst types from USPTO. Predict which catalyst facilitates the given reaction. (1) Reactant: [Cl:1][C:2]1[CH:7]=[CH:6][C:5]([O:8][C:9]2[CH:14]=[CH:13][C:12](I)=[CH:11][CH:10]=2)=[C:4]([F:16])[CH:3]=1.[B:17]1([B:17]2[O:21][C:20]([CH3:23])([CH3:22])[C:19]([CH3:25])([CH3:24])[O:18]2)[O:21][C:20]([CH3:23])([CH3:22])[C:19]([CH3:25])([CH3:24])[O:18]1.C([O-])(=O)C.[K+].O. Product: [Cl:1][C:2]1[CH:7]=[CH:6][C:5]([O:8][C:9]2[CH:14]=[CH:13][C:12]([B:17]3[O:21][C:20]([CH3:23])([CH3:22])[C:19]([CH3:25])([CH3:24])[O:18]3)=[CH:11][CH:10]=2)=[C:4]([F:16])[CH:3]=1. The catalyst class is: 151. (2) Reactant: [F:1][C:2]1[C:7]([OH:8])=[CH:6][CH:5]=[C:4]([F:9])[C:3]=1[NH:10][C:11](=O)[C:12]1[CH:17]=[C:16]([C:18]2[CH:23]=[CH:22][CH:21]=[C:20]([F:24])[CH:19]=2)[CH:15]=[C:14]([CH3:25])[C:13]=1[CH3:26]. Product: [F:1][C:2]1[C:3]([NH:10][CH2:11][C:12]2[CH:17]=[C:16]([C:18]3[CH:23]=[CH:22][CH:21]=[C:20]([F:24])[CH:19]=3)[CH:15]=[C:14]([CH3:25])[C:13]=2[CH3:26])=[C:4]([F:9])[CH:5]=[CH:6][C:7]=1[OH:8]. The catalyst class is: 1. (3) Reactant: C([O:4][CH2:5][C:6]1[CH:11]=[C:10]([O:12][CH2:13][CH2:14][CH2:15][S:16]([CH3:19])(=[O:18])=[O:17])[CH:9]=[C:8]([CH3:20])[C:7]=1[C:21]1[CH:26]=[CH:25][CH:24]=[C:23]([CH2:27][O:28][C:29]2[CH:42]=[CH:41][C:32]3[C@H:33]([CH2:36][C:37]([O:39]C)=[O:38])[CH2:34][O:35][C:31]=3[CH:30]=2)[CH:22]=1)(=O)C.CO.[OH-].[Na+].Cl. Product: [OH:4][CH2:5][C:6]1[CH:11]=[C:10]([O:12][CH2:13][CH2:14][CH2:15][S:16]([CH3:19])(=[O:18])=[O:17])[CH:9]=[C:8]([CH3:20])[C:7]=1[C:21]1[CH:26]=[CH:25][CH:24]=[C:23]([CH2:27][O:28][C:29]2[CH:42]=[CH:41][C:32]3[C@H:33]([CH2:36][C:37]([OH:39])=[O:38])[CH2:34][O:35][C:31]=3[CH:30]=2)[CH:22]=1. The catalyst class is: 132. (4) Reactant: C(Cl)(=O)C(Cl)=O.CS(C)=O.[Cl:11][C:12]1[CH:17]=[CH:16][C:15]([C:18]([CH3:29])([CH3:28])[CH2:19][C:20]([OH:27])([C:23]([F:26])([F:25])[F:24])[CH2:21][OH:22])=[C:14]([O:30][CH3:31])[CH:13]=1.C(N(CC)CC)C. Product: [Cl:11][C:12]1[CH:17]=[CH:16][C:15]([C:18]([CH3:29])([CH3:28])[CH2:19][C:20]([OH:27])([C:23]([F:26])([F:25])[F:24])[CH:21]=[O:22])=[C:14]([O:30][CH3:31])[CH:13]=1. The catalyst class is: 46. (5) Reactant: [CH2:1]([OH:7])[CH2:2][O:3][CH2:4][CH2:5][OH:6].C(N(CC)CC)C.Cl[C:16](Cl)([O:18]C(=O)OC(Cl)(Cl)Cl)Cl. Product: [O:6]1[CH2:5][CH2:4][O:3][CH2:2][CH2:1][O:7][C:16]1=[O:18]. The catalyst class is: 1. (6) Reactant: [CH:1]1([C@H:7]([NH:12][C:13]([C:15]2[CH:20]=[CH:19][C:18]([N+:21]([O-])=O)=[CH:17][C:16]=2[NH:24][C:25]([NH:27][C:28]2[C:33]([CH3:34])=[CH:32][C:31]([CH3:35])=[CH:30][C:29]=2[CH3:36])=[O:26])=[O:14])[C:8]([O:10][CH3:11])=[O:9])[CH2:6][CH2:5][CH2:4][CH2:3][CH2:2]1. Product: [NH2:21][C:18]1[CH:19]=[CH:20][C:15]([C:13]([NH:12][C@@H:7]([CH:1]2[CH2:2][CH2:3][CH2:4][CH2:5][CH2:6]2)[C:8]([O:10][CH3:11])=[O:9])=[O:14])=[C:16]([NH:24][C:25]([NH:27][C:28]2[C:33]([CH3:34])=[CH:32][C:31]([CH3:35])=[CH:30][C:29]=2[CH3:36])=[O:26])[CH:17]=1. The catalyst class is: 63. (7) Reactant: Br[CH2:2][C:3]1[CH:12]=[CH:11][CH:10]=[C:9]([Cl:13])[C:4]=1[C:5]([O:7][CH3:8])=[O:6].[CH2:14]([NH:16][CH2:17][CH3:18])[CH3:15].C(=O)([O-])[O-].[K+].[K+]. Product: [Cl:13][C:9]1[CH:10]=[CH:11][CH:12]=[C:3]([CH2:2][N:16]([CH2:17][CH3:18])[CH2:14][CH3:15])[C:4]=1[C:5]([O:7][CH3:8])=[O:6]. The catalyst class is: 21. (8) Product: [C:20]([O:19][C:17](=[O:18])[CH2:16][N:7]1[C:8]2[C:3](=[C:2]([F:1])[CH:11]=[CH:10][CH:9]=2)[NH:4][CH2:5][C:6]1=[O:12])([CH3:23])([CH3:22])[CH3:21]. The catalyst class is: 220. Reactant: [F:1][C:2]1[CH:11]=[CH:10][CH:9]=[C:8]2[C:3]=1[NH:4][CH2:5][C:6](=[O:12])[NH:7]2.[H-].[Na+].Br[CH2:16][C:17]([O:19][C:20]([CH3:23])([CH3:22])[CH3:21])=[O:18]. (9) Reactant: Br[C:2]1[S:6][C:5]([CH:7]=[CH:8][C:9]([OH:11])=[O:10])=[CH:4][CH:3]=1.[F:12][C:13]([F:25])([F:24])[O:14][C:15]1[CH:20]=[CH:19][C:18](B(O)O)=[CH:17][CH:16]=1.C(=O)([O-])[O-].[Na+].[Na+]. Product: [F:12][C:13]([F:24])([F:25])[O:14][C:15]1[CH:20]=[CH:19][C:18]([C:2]2[S:6][C:5]([CH:7]=[CH:8][C:9]([OH:11])=[O:10])=[CH:4][CH:3]=2)=[CH:17][CH:16]=1. The catalyst class is: 104.